From a dataset of Catalyst prediction with 721,799 reactions and 888 catalyst types from USPTO. Predict which catalyst facilitates the given reaction. (1) Reactant: [F:1][C:2]1[C:7]([C:8]([F:11])([F:10])[F:9])=[CH:6][CH:5]=[CH:4][C:3]=1[C:12]1(O)[CH2:17][CH2:16][N:15]([CH2:18][CH2:19][CH3:20])[CH2:14][CH2:13]1.[OH-].[Na+]. Product: [F:1][C:2]1[C:7]([C:8]([F:9])([F:10])[F:11])=[CH:6][CH:5]=[CH:4][C:3]=1[C:12]1[CH2:17][CH2:16][N:15]([CH2:18][CH2:19][CH3:20])[CH2:14][CH:13]=1. The catalyst class is: 55. (2) Reactant: C([O:3][C:4]([C:6]1[N:7]([CH2:31][C:32]2[CH:37]=[CH:36][CH:35]=[C:34]([O:38][C:39]3[CH:44]=[CH:43][CH:42]=[CH:41][CH:40]=3)[CH:33]=2)[C:8]2[C:13]([C:14]=1[C:15]1[CH:20]=[CH:19][CH:18]=[CH:17][CH:16]=1)=[CH:12][CH:11]=[C:10]([C:21]1[CH:26]=[CH:25][C:24]([C:27]([CH3:30])([CH3:29])[CH3:28])=[CH:23][CH:22]=1)[CH:9]=2)=[O:5])C.[OH-].[Na+].Cl. Product: [C:27]([C:24]1[CH:23]=[CH:22][C:21]([C:10]2[CH:9]=[C:8]3[C:13]([C:14]([C:15]4[CH:20]=[CH:19][CH:18]=[CH:17][CH:16]=4)=[C:6]([C:4]([OH:5])=[O:3])[N:7]3[CH2:31][C:32]3[CH:37]=[CH:36][CH:35]=[C:34]([O:38][C:39]4[CH:40]=[CH:41][CH:42]=[CH:43][CH:44]=4)[CH:33]=3)=[CH:12][CH:11]=2)=[CH:26][CH:25]=1)([CH3:30])([CH3:28])[CH3:29]. The catalyst class is: 23. (3) Reactant: C(OC([N:8]1[C:16]2[C:11](=[CH:12][C:13]([CH3:25])=[C:14]([NH:17][C:18]3[CH:23]=[CH:22][CH:21]=[CH:20][C:19]=3[Cl:24])[CH:15]=2)[C:10]([C:26]2[CH:31]=[CH:30][CH:29]=[CH:28][CH:27]=2)=[N:9]1)=O)(C)(C)C.Cl. Product: [ClH:24].[Cl:24][C:19]1[CH:20]=[CH:21][CH:22]=[CH:23][C:18]=1[NH:17][C:14]1[CH:15]=[C:16]2[C:11]([C:10]([C:26]3[CH:27]=[CH:28][CH:29]=[CH:30][CH:31]=3)=[N:9][NH:8]2)=[CH:12][C:13]=1[CH3:25]. The catalyst class is: 459. (4) Reactant: Cl.[CH3:2][O:3][C:4](=[O:9])[C@H:5]([CH2:7][OH:8])[NH2:6].[CH3:10][CH:11]([CH3:14])[CH:12]=O.C(N(CC)CC)C.O. Product: [CH3:2][O:3][C:4]([C@@H:5]1[CH2:7][O:8][CH:10]([CH:11]([CH3:14])[CH3:12])[NH:6]1)=[O:9]. The catalyst class is: 11.